Dataset: Full USPTO retrosynthesis dataset with 1.9M reactions from patents (1976-2016). Task: Predict the reactants needed to synthesize the given product. (1) Given the product [NH2:12][C:10]1[S:11][CH:7]=[C:5]([C:2]2([CH3:1])[CH2:4][CH2:3]2)[N:9]=1, predict the reactants needed to synthesize it. The reactants are: [CH3:1][C:2]1([C:5]([CH2:7]Br)=O)[CH2:4][CH2:3]1.[NH2:9][C:10]([NH2:12])=[S:11]. (2) Given the product [C:1]([O:4][CH2:5][C:6]1[CH:15]=[CH:14][C:13]2[C:8](=[CH:9][CH:10]=[CH:11][C:12]=2[NH:16][CH2:17][C:18]([C:33]([F:34])([F:35])[F:36])([OH:32])[CH2:19][C:20]([C:23]2[CH:28]=[C:27]([F:29])[CH:26]=[CH:25][C:24]=2[O:30][CH3:31])([CH3:22])[CH3:21])[N:7]=1)(=[O:3])[CH3:2], predict the reactants needed to synthesize it. The reactants are: [C:1]([O:4][CH2:5][C:6]1[CH:15]=[CH:14][C:13]2[C:8](=[CH:9][CH:10]=[CH:11][C:12]=2[N:16]=[CH:17][C:18]([C:33]([F:36])([F:35])[F:34])([OH:32])[CH2:19][C:20]([C:23]2[CH:28]=[C:27]([F:29])[CH:26]=[CH:25][C:24]=2[O:30][CH3:31])([CH3:22])[CH3:21])[N:7]=1)(=[O:3])[CH3:2].[BH4-].[Na+].O. (3) Given the product [N+:11]([C:14]1[C:19]([N+:11]([O-:13])=[O:12])=[C:18]([N+:24]([O-:26])=[O:25])[C:17]([N+:27]([O-:29])=[O:28])=[C:16]([N+:24]([O-:26])=[O:25])[C:15]=1[N+:27]([O-:29])=[O:28])([O-:13])=[O:12], predict the reactants needed to synthesize it. The reactants are: NN.C=CN1C(=O)CCC1.[N+:11]([C:14]1[CH:19]=[CH:18][C:17](S(O)(=O)=O)=[C:16]([N+:24]([O-:26])=[O:25])[C:15]=1[N+:27]([O-:29])=[O:28])([O-:13])=[O:12].